This data is from Forward reaction prediction with 1.9M reactions from USPTO patents (1976-2016). The task is: Predict the product of the given reaction. (1) Given the reactants [CH2:1]([O:4][CH2:5][CH2:6][OH:7])[CH:2]=[CH2:3].[H-].[Na+].Br[CH2:11][C:12]([O:14][CH3:15])=[O:13], predict the reaction product. The product is: [CH2:1]([O:4][CH2:5][CH2:6][O:7][CH2:11][C:12]([O:14][CH3:15])=[O:13])[CH:2]=[CH2:3]. (2) Given the reactants [F:1][C:2]1[CH:7]=[CH:6][CH:5]=[CH:4][C:3]=1[N:8]1[C:12]2[CH:13]=[CH:14][CH:15]=[CH:16][C:11]=2[N:10]([CH2:17][CH2:18][C@H:19]2[CH2:21][O:20]2)[S:9]1(=[O:23])=[O:22].[CH:24]1([NH2:28])[CH2:27][CH2:26][CH2:25]1, predict the reaction product. The product is: [CH:24]1([NH:28][CH2:21][C@@H:19]([OH:20])[CH2:18][CH2:17][N:10]2[C:11]3[CH:16]=[CH:15][CH:14]=[CH:13][C:12]=3[N:8]([C:3]3[CH:4]=[CH:5][CH:6]=[CH:7][C:2]=3[F:1])[S:9]2(=[O:23])=[O:22])[CH2:27][CH2:26][CH2:25]1. (3) Given the reactants [Br:1][C:2]1[CH:3]=[C:4]2[C:9](=[CH:10][CH:11]=1)[N:8]=[C:7](Cl)[C:6]([CH:13]=[CH:14][C:15]1[CH:16]=[N:17][CH:18]=[C:19]([C:21]3[CH2:26][CH2:25][CH2:24][CH2:23][CH:22]=3)[CH:20]=1)=[CH:5]2.CN1CCCC1=O.[CH3:34][O:35][C:36]1[CH:43]=[CH:42][C:39]([CH2:40][NH2:41])=[CH:38][CH:37]=1, predict the reaction product. The product is: [CH3:34][O:35][C:36]1[CH:43]=[CH:42][C:39]([CH2:40][NH:41][C:7]2[C:6]([CH:13]=[CH:14][C:15]3[CH:16]=[N:17][CH:18]=[C:19]([C:21]4[CH2:26][CH2:25][CH2:24][CH2:23][CH:22]=4)[CH:20]=3)=[CH:5][C:4]3[C:9](=[CH:10][CH:11]=[C:2]([Br:1])[CH:3]=3)[N:8]=2)=[CH:38][CH:37]=1. (4) The product is: [CH3:19][O:20][CH2:21][CH2:22][CH2:23][N:24]([CH3:32])[C:25]1[N:26]=[CH:27][C:28]([NH:31][C:12]([C:10]2[N:11]=[C:7]([C:1]3[CH:2]=[CH:3][CH:4]=[CH:5][CH:6]=3)[O:8][C:9]=2[C:15]([F:18])([F:17])[F:16])=[O:14])=[CH:29][CH:30]=1. Given the reactants [C:1]1([C:7]2[O:8][C:9]([C:15]([F:18])([F:17])[F:16])=[C:10]([C:12]([OH:14])=O)[N:11]=2)[CH:6]=[CH:5][CH:4]=[CH:3][CH:2]=1.[CH3:19][O:20][CH2:21][CH2:22][CH2:23][N:24]([CH3:32])[C:25]1[CH:30]=[CH:29][C:28]([NH2:31])=[CH:27][N:26]=1, predict the reaction product.